This data is from Serine/threonine kinase 33 screen with 319,792 compounds. The task is: Binary Classification. Given a drug SMILES string, predict its activity (active/inactive) in a high-throughput screening assay against a specified biological target. The compound is Clc1cc(CNC(=O)COc2cc3CCCc3cc2)ccc1. The result is 0 (inactive).